This data is from Full USPTO retrosynthesis dataset with 1.9M reactions from patents (1976-2016). The task is: Predict the reactants needed to synthesize the given product. (1) Given the product [F:33][C:2]([F:1])([F:32])[C:3]1[CH:4]=[C:5]([C:9]#[C:10][C:11]2[N:15]3[CH:16]=[CH:17][CH:18]=[CH:19][C:14]3=[N:13][C:12]=2[CH2:20][NH2:21])[CH:6]=[CH:7][CH:8]=1, predict the reactants needed to synthesize it. The reactants are: [F:1][C:2]([F:33])([F:32])[C:3]1[CH:4]=[C:5]([C:9]#[C:10][C:11]2[N:15]3[CH:16]=[CH:17][CH:18]=[CH:19][C:14]3=[N:13][C:12]=2[CH2:20][N:21]2C(=O)C3C(=CC=CC=3)C2=O)[CH:6]=[CH:7][CH:8]=1.O.NN. (2) Given the product [C:27]([N:21]([N:10]1[C:9](=[O:26])[C:8]2[C:13](=[CH:14][C:15]([C:16]([F:18])([F:19])[F:17])=[C:6]([N:1]3[CH:5]=[CH:4][N:3]=[CH:2]3)[CH:7]=2)[NH:12][C:11]1=[O:20])[S:22]([CH3:25])(=[O:23])=[O:24])(=[O:29])[CH3:28], predict the reactants needed to synthesize it. The reactants are: [N:1]1([C:6]2[CH:7]=[C:8]3[C:13](=[CH:14][C:15]=2[C:16]([F:19])([F:18])[F:17])[NH:12][C:11](=[O:20])[N:10]([NH:21][S:22]([CH3:25])(=[O:24])=[O:23])[C:9]3=[O:26])[CH:5]=[CH:4][N:3]=[CH:2]1.[C:27](Cl)(=[O:29])[CH3:28]. (3) Given the product [N:1]1([S:6]([C:9]2[CH:10]=[C:11]([CH:16]=[CH:17][CH:18]=2)[C:12]([NH:19][NH2:20])=[O:13])(=[O:8])=[O:7])[CH2:5][CH2:4][CH2:3][CH2:2]1, predict the reactants needed to synthesize it. The reactants are: [N:1]1([S:6]([C:9]2[CH:10]=[C:11]([CH:16]=[CH:17][CH:18]=2)[C:12](OC)=[O:13])(=[O:8])=[O:7])[CH2:5][CH2:4][CH2:3][CH2:2]1.[NH2:19][NH2:20]. (4) Given the product [CH3:33][S:34]([O:1][CH2:2][C@@H:3]1[CH2:7][S:6][C:5]([C:8]2[NH:9][C:10]3[C:15]([CH:16]=2)=[CH:14][C:13]([O:17][CH2:18][CH2:19][O:20][CH3:21])=[CH:12][C:11]=3[N:22]([CH3:32])[S:23]([C:26]2[CH:31]=[CH:30][CH:29]=[CH:28][N:27]=2)(=[O:24])=[O:25])=[N:4]1)(=[O:36])=[O:35], predict the reactants needed to synthesize it. The reactants are: [OH:1][CH2:2][C@@H:3]1[CH2:7][S:6][C:5]([C:8]2[NH:9][C:10]3[C:15]([CH:16]=2)=[CH:14][C:13]([O:17][CH2:18][CH2:19][O:20][CH3:21])=[CH:12][C:11]=3[N:22]([CH3:32])[S:23]([C:26]2[CH:31]=[CH:30][CH:29]=[CH:28][N:27]=2)(=[O:25])=[O:24])=[N:4]1.[CH3:33][S:34](Cl)(=[O:36])=[O:35].C(N(CC)CC)C. (5) The reactants are: [C:1]([O:5][C:6]([N:8]([CH2:33][C:34]1[CH:43]=[CH:42][C:37]2[O:38][CH2:39][CH2:40][O:41][C:36]=2[CH:35]=1)[CH:9]1[CH2:14][CH2:13][N:12]([CH2:15][CH2:16][N:17]2[C:26]3[C:21](=[C:22]([O:27][CH2:28][C:29](O)=[O:30])[CH:23]=[CH:24][CH:25]=3)[CH:20]=[CH:19][C:18]2=[O:32])[CH2:11][CH2:10]1)=[O:7])([CH3:4])([CH3:3])[CH3:2].Cl.CN.F[P-](F)(F)(F)(F)F.[N:54]1(O[P+](N2CCCC2)(N2CCCC2)N2CCCC2)[C:58]2C=CC=CC=2N=N1.C(N(CC)C(C)C)(C)C. Given the product [O:38]1[C:37]2[CH:42]=[CH:43][C:34]([CH2:33][N:8]([CH:9]3[CH2:14][CH2:13][N:12]([CH2:15][CH2:16][N:17]4[C:26]5[C:21](=[C:22]([O:27][CH2:28][C:29]([NH:54][CH3:58])=[O:30])[CH:23]=[CH:24][CH:25]=5)[CH:20]=[CH:19][C:18]4=[O:32])[CH2:11][CH2:10]3)[C:6](=[O:7])[O:5][C:1]([CH3:4])([CH3:3])[CH3:2])=[CH:35][C:36]=2[O:41][CH2:40][CH2:39]1, predict the reactants needed to synthesize it. (6) Given the product [F:19][C:15]1[C:16]([F:18])=[CH:17][C:12]([C:10]([N:4]2[CH2:5][CH2:6][CH2:7][C@@H:8]([CH3:9])[C@H:3]2[CH2:2][NH:1][C:26]2[N:31]=[CH:30][C:29]([C:32]([F:35])([F:34])[F:33])=[CH:28][N:27]=2)=[O:11])=[C:13]([N:20]2[N:24]=[CH:23][CH:22]=[N:21]2)[CH:14]=1, predict the reactants needed to synthesize it. The reactants are: [NH2:1][CH2:2][C@@H:3]1[C@H:8]([CH3:9])[CH2:7][CH2:6][CH2:5][N:4]1[C:10]([C:12]1[CH:17]=[C:16]([F:18])[C:15]([F:19])=[CH:14][C:13]=1[N:20]1[N:24]=[CH:23][CH:22]=[N:21]1)=[O:11].Cl[C:26]1[N:31]=[CH:30][C:29]([C:32]([F:35])([F:34])[F:33])=[CH:28][N:27]=1. (7) Given the product [CH3:18][S:15]([N:12]1[CH2:11][CH2:10][N:9]([C:7](=[O:8])[C@@H:6]([N:19]([CH3:28])[C:20](=[O:27])[C:21]2[CH:26]=[CH:25][CH:24]=[CH:23][CH:22]=2)[CH2:5][CH2:4][CH2:3][CH:2]=[O:1])[CH2:14][CH2:13]1)(=[O:16])=[O:17], predict the reactants needed to synthesize it. The reactants are: [OH:1][CH2:2][CH2:3][CH2:4][CH2:5][C@H:6]([N:19]([CH3:28])[C:20](=[O:27])[C:21]1[CH:26]=[CH:25][CH:24]=[CH:23][CH:22]=1)[C:7]([N:9]1[CH2:14][CH2:13][N:12]([S:15]([CH3:18])(=[O:17])=[O:16])[CH2:11][CH2:10]1)=[O:8].CC(OI1(OC(C)=O)(OC(C)=O)OC(=O)C2C=CC=CC1=2)=O. (8) The reactants are: [CH:1]([C:3]1[CH:4]=[C:5]2[C:9](=[CH:10][CH:11]=1)[NH:8][CH:7]=[CH:6]2)=O.[C:23]([O:22][C:20](O[C:20]([O:22][C:23]([CH3:26])([CH3:25])[CH3:24])=[O:21])=[O:21])([CH3:26])([CH3:25])[CH3:24].[NH:27]1[CH2:32][CH2:31][CH2:30][CH2:29][CH2:28]1.C(O)(=O)C.C(O[BH-](OC(=O)C)OC(=O)C)(=O)C.[Na+].C(=O)([O-])[O-].[Na+].[Na+]. Given the product [N:27]1([CH2:1][C:3]2[CH:4]=[C:5]3[C:9](=[CH:10][CH:11]=2)[N:8]([C:20]([O:22][C:23]([CH3:24])([CH3:25])[CH3:26])=[O:21])[CH:7]=[CH:6]3)[CH2:32][CH2:31][CH2:30][CH2:29][CH2:28]1, predict the reactants needed to synthesize it.